From a dataset of hERG Central: cardiac toxicity at 1µM, 10µM, and general inhibition. Predict hERG channel inhibition at various concentrations. (1) The compound is CCCC(c1nnnn1C(C)(C)CC)N1CCN(C(=O)c2ccco2)CC1.Cl. Results: hERG_inhib (hERG inhibition (general)): blocker. (2) The drug is O=C(N/C(=C/c1ccc(Br)cc1)C(=O)N1CCOCC1)c1ccc(Br)o1. Results: hERG_inhib (hERG inhibition (general)): blocker. (3) The compound is CCOC(=O)c1ccc(NC(=S)N(CCCN2CCCC2)Cc2cccs2)cc1. Results: hERG_inhib (hERG inhibition (general)): blocker. (4) The molecule is COc1cccc(CNC(=O)CCC2CCCN(c3cc(C)nc(N)n3)C2)c1. Results: hERG_inhib (hERG inhibition (general)): blocker. (5) The compound is O=C(COC(=O)c1ccccn1)Nc1ccc2c(c1)OCO2. Results: hERG_inhib (hERG inhibition (general)): blocker. (6) The molecule is CCOC(=O)C1(Cc2cccc(OC)c2)CCN(Cc2cccc(O)c2)CC1. Results: hERG_inhib (hERG inhibition (general)): blocker. (7) The compound is O=C(c1ccc(F)cc1)N1CCN(c2ccc([N+](=O)[O-])c(N3CCOCC3)c2)CC1. Results: hERG_inhib (hERG inhibition (general)): blocker. (8) The drug is Nc1c(C(=O)N2CCCC2)sc2nc(-c3ccccc3)ccc12. Results: hERG_inhib (hERG inhibition (general)): blocker. (9) The molecule is O=C(c1cccc([N+](=O)[O-])c1)c1ccc2c(c1)OCCOCCOCCOCCO2. Results: hERG_inhib (hERG inhibition (general)): blocker. (10) The compound is COc1ccc(OC)c(-n2c(CNC3CCN(Cc4ccccc4)CC3)nc3ccccc3c2=O)c1. Results: hERG_inhib (hERG inhibition (general)): blocker.